This data is from TCR-epitope binding with 47,182 pairs between 192 epitopes and 23,139 TCRs. The task is: Binary Classification. Given a T-cell receptor sequence (or CDR3 region) and an epitope sequence, predict whether binding occurs between them. (1) The epitope is FPPTSFGPL. The TCR CDR3 sequence is CASSLTQNTGELFF. Result: 1 (the TCR binds to the epitope). (2) The epitope is YLQPRTFLL. The TCR CDR3 sequence is CASSDGTSNEQYF. Result: 1 (the TCR binds to the epitope). (3) The epitope is PKYVKQNTLKLAT. Result: 1 (the TCR binds to the epitope). The TCR CDR3 sequence is CSARGQAIYGYTF. (4) The epitope is AVFDRKSDAK. The TCR CDR3 sequence is CASSQEGGFTDTQYF. Result: 1 (the TCR binds to the epitope). (5) The epitope is GMFNMLSTVLGVS. The TCR CDR3 sequence is CASAKRTDYEQYF. Result: 1 (the TCR binds to the epitope). (6) Result: 1 (the TCR binds to the epitope). The TCR CDR3 sequence is CASSLGLARSDTQYF. The epitope is HTDFSSEIIGY. (7) The epitope is FSKQLQQSM. The TCR CDR3 sequence is CASSLGPGQFYEQYF. Result: 1 (the TCR binds to the epitope). (8) The epitope is LPPAYTNSF. The TCR CDR3 sequence is CASGVDRGNEQFF. Result: 0 (the TCR does not bind to the epitope). (9) The epitope is FIAGLIAIV. The TCR CDR3 sequence is CATSASSDEKLFF. Result: 1 (the TCR binds to the epitope). (10) The TCR CDR3 sequence is CASSDSAGELFF. Result: 1 (the TCR binds to the epitope). The epitope is DATYQRTRALVR.